This data is from Rat liver microsome stability data. The task is: Regression/Classification. Given a drug SMILES string, predict its absorption, distribution, metabolism, or excretion properties. Task type varies by dataset: regression for continuous measurements (e.g., permeability, clearance, half-life) or binary classification for categorical outcomes (e.g., BBB penetration, CYP inhibition). Dataset: rlm. (1) The drug is C[C@H](NS(=O)(=O)c1ccc(-c2sc(C(=O)NCC(C)(C)O)nc2C(=O)N2CCC(F)CC2)c(Cl)c1Cl)C(F)(F)F. The result is 0 (unstable in rat liver microsomes). (2) The drug is O=C(N[C@H](CC1CC1)c1ccccn1)c1ccc2n[nH]c(-c3ccc(N4[C@H]5CC[C@H]4CC(O)C5)cc3)c2c1. The result is 0 (unstable in rat liver microsomes). (3) The drug is Clc1ccccc1-c1nnc2sc(-c3ccc4c(c3)OCO4)nn12. The result is 1 (stable in rat liver microsomes). (4) The drug is O=C(O)C1(Sc2ccnc3ccc(Br)cc23)CCC1. The result is 0 (unstable in rat liver microsomes). (5) The drug is C#CCNC(=O)c1nc(-c2ccc(Cl)nc2)c2ccccn12. The result is 1 (stable in rat liver microsomes).